Dataset: Full USPTO retrosynthesis dataset with 1.9M reactions from patents (1976-2016). Task: Predict the reactants needed to synthesize the given product. (1) Given the product [Cl:25][C:24]1[C:19]([C:17]([NH:16][C:13]2[CH:12]=[CH:11][C:10]([CH2:9][C:8]([O:7][CH2:5][CH3:6])=[O:29])=[CH:15][CH:14]=2)=[O:18])=[C:20]([F:28])[C:21]([OH:26])=[CH:22][CH:23]=1, predict the reactants needed to synthesize it. The reactants are: B(Br)(Br)Br.[CH2:5]([O:7][C:8](=[O:29])[CH2:9][C:10]1[CH:15]=[CH:14][C:13]([NH:16][C:17]([C:19]2[C:24]([Cl:25])=[CH:23][CH:22]=[C:21]([O:26]C)[C:20]=2[F:28])=[O:18])=[CH:12][CH:11]=1)[CH3:6]. (2) Given the product [CH3:17][O:16][C:11](=[O:15])[C@H:12]([O:10][C:8]1[CH:7]=[CH:6][C:3]([C:4]#[N:5])=[C:2]([F:1])[CH:9]=1)[CH3:14], predict the reactants needed to synthesize it. The reactants are: [F:1][C:2]1[CH:9]=[C:8]([OH:10])[CH:7]=[CH:6][C:3]=1[C:4]#[N:5].[C:11]([O:16][CH3:17])(=[O:15])[C@H:12]([CH3:14])O.C1(P(C2C=CC=CC=2)C2C=CC=CC=2)C=CC=CC=1.N(C(OCC)=O)=NC(OCC)=O.